Dataset: Forward reaction prediction with 1.9M reactions from USPTO patents (1976-2016). Task: Predict the product of the given reaction. (1) The product is: [NH2:17][C:4]1[N:5]=[C:6]([N:8]([CH2:15][CH3:16])[C:9]2[CH:14]=[CH:13][CH:12]=[CH:11][CH:10]=2)[N:7]=[C:2]([C:18]#[N:19])[N:3]=1. Given the reactants Cl[C:2]1[N:7]=[C:6]([N:8]([CH2:15][CH3:16])[C:9]2[CH:14]=[CH:13][CH:12]=[CH:11][CH:10]=2)[N:5]=[C:4]([NH2:17])[N:3]=1.[C-:18]#[N:19].[K+], predict the reaction product. (2) Given the reactants [CH2:1]([Mg]Br)[CH3:2].[NH2:5][C:6]1[O:10][C:9]([C:11]([O:13]CC)=O)=[N:8][N:7]=1.[CH2:16]1COC[CH2:17]1, predict the reaction product. The product is: [NH2:5][C:6]1[O:10][C:9]([C:11]([OH:13])([CH2:1][CH3:2])[CH2:16][CH3:17])=[N:8][N:7]=1. (3) The product is: [CH:18]1([N:21]2[C:30]3[C:25](=[C:26]([NH:12][C:11]4[CH:13]=[CH:14][C:15]([I:17])=[CH:16][C:10]=4[F:9])[C:27]([F:32])=[CH:28][C:29]=3[F:31])[C:24](=[O:34])[C:23]([C:35]([OH:37])=[O:36])=[CH:22]2)[CH2:19][CH2:20]1. Given the reactants [Li+].CC([N-]C(C)C)C.[F:9][C:10]1[CH:16]=[C:15]([I:17])[CH:14]=[CH:13][C:11]=1[NH2:12].[CH:18]1([N:21]2[C:30]3[C:25](=[C:26](F)[C:27]([F:32])=[CH:28][C:29]=3[F:31])[C:24](=[O:34])[C:23]([C:35]([OH:37])=[O:36])=[CH:22]2)[CH2:20][CH2:19]1, predict the reaction product. (4) Given the reactants [F:1][C:2]([F:27])([F:26])[C:3]1[CH:8]=[C:7]([C:9]([F:12])([F:11])[F:10])[N:6]=[C:5]([CH:13]([C:16]2[CH:21]=[CH:20][C:19]([N+:22]([O-:24])=[O:23])=[C:18]([CH3:25])[CH:17]=2)C#N)[N:4]=1.S(=O)(=O)(O)O.C(O)(=O)C.C(=O)(O)O.[H-].[Na+], predict the reaction product. The product is: [CH3:25][C:18]1[CH:17]=[C:16]([CH:21]=[CH:20][C:19]=1[N+:22]([O-:24])=[O:23])[CH2:13][C:5]1[N:4]=[C:3]([C:2]([F:1])([F:27])[F:26])[CH:8]=[C:7]([C:9]([F:10])([F:11])[F:12])[N:6]=1. (5) Given the reactants Cl.[NH2:2][C:3]1[CH:7]=[CH:6][S:5][C:4]=1[C:8]([O:10]C)=O.[CH:12]1([C:15]#[N:16])[CH2:14][CH2:13]1.[NH4+].[OH-], predict the reaction product. The product is: [CH:12]1([C:15]2[N:16]=[C:8]([OH:10])[C:4]3[S:5][CH:6]=[CH:7][C:3]=3[N:2]=2)[CH2:14][CH2:13]1. (6) Given the reactants CC1C=CC(N(CC(O)=O)CC(O)=O)=C(OCCOC2C=C(C3NC4C=C(C(O)=O)C=CC=4C=3)C=CC=2N(CC(O)=O)CC(O)=O)C=1.CC1C(C)(C)C2C(=CC=CC=2)N=1.CI.[CH3:62][O:63][C:64]([CH2:66][CH2:67][N:68]([CH2:75][CH2:76]O)[CH2:69][CH2:70][C:71]([O:73][CH3:74])=[O:72])=[O:65].[Br:78][CH2:79][CH2:80][O:81][CH2:82][CH2:83][Br:84], predict the reaction product. The product is: [Br:78][CH2:79][CH2:80][O:81][CH2:82][CH2:83][Br:84].[Br:78][CH2:79][CH2:80][CH2:69][CH2:70][C:71]([O:73][CH3:74])=[O:72].[CH3:62][O:63][C:64]([CH2:66][CH2:67][N:68]([CH2:75][CH2:76][Br:78])[CH2:69][CH2:70][C:71]([O:73][CH3:74])=[O:72])=[O:65]. (7) The product is: [Cl:1][C:2]1[CH:3]=[C:4]([CH:12]=[O:16])[CH:5]=[C:6]2[C:11]=1[N:10]=[CH:9][CH:8]=[CH:7]2. Given the reactants [Cl:1][C:2]1[CH:3]=[C:4]([CH:12]=C)[CH:5]=[C:6]2[C:11]=1[N:10]=[CH:9][CH:8]=[CH:7]2.CO.[O:16]=[O+][O-].CSC, predict the reaction product. (8) Given the reactants [F:1][C:2]([F:7])([F:6])[C:3]([OH:5])=[O:4].[Cl:8][C:9]1[CH:10]=[C:11]2[C:15](=[C:16]([CH:18]([O:23][CH2:24][C:25]3([C:32]4[CH:37]=[CH:36][C:35]([F:38])=[CH:34][CH:33]=4)[CH2:30][CH2:29][N:28]([CH3:31])[CH2:27][CH2:26]3)[C:19]([O:21][CH3:22])=O)[CH:17]=1)[NH:14][N:13]=[CH:12]2.ClC1C=C2C(=C(C(OCC3(C4C=CC(F)=CC=4)CCN(C(OC(C)(C)C)=O)CC3)COC)C=1)NN=C2, predict the reaction product. The product is: [F:1][C:2]([F:7])([F:6])[C:3]([OH:5])=[O:4].[Cl:8][C:9]1[CH:10]=[C:11]2[C:15](=[C:16]([CH:18]([O:23][CH2:24][C:25]3([C:32]4[CH:33]=[CH:34][C:35]([F:38])=[CH:36][CH:37]=4)[CH2:30][CH2:29][N:28]([CH3:31])[CH2:27][CH2:26]3)[CH2:19][O:21][CH3:22])[CH:17]=1)[NH:14][N:13]=[CH:12]2. (9) Given the reactants CC[O:3]C(C)=O.[F:7][C:8]([F:40])([C:29]1([OH:39])[CH2:34][C:33]([CH3:36])([CH3:35])[CH2:32][C:31]([CH3:38])([CH3:37])[CH2:30]1)[C:9]([N:11]1[CH2:15][CH2:14][CH2:13][C@H:12]1[C:16]1[CH:20]=[C:19]([CH2:21][O:22][C:23]2[CH:24]=[N:25][CH:26]=[CH:27][CH:28]=2)[O:18][N:17]=1)=[O:10].[ClH:41], predict the reaction product. The product is: [OH2:3].[ClH:41].[F:40][C:8]([F:7])([C:29]1([OH:39])[CH2:30][C:31]([CH3:38])([CH3:37])[CH2:32][C:33]([CH3:36])([CH3:35])[CH2:34]1)[C:9]([N:11]1[CH2:15][CH2:14][CH2:13][C@H:12]1[C:16]1[CH:20]=[C:19]([CH2:21][O:22][C:23]2[CH:24]=[N:25][CH:26]=[CH:27][CH:28]=2)[O:18][N:17]=1)=[O:10]. (10) Given the reactants C(=O)([O-])[O-].[Na+].[Na+].[C:7]1(B(O)O)[CH:12]=[CH:11][CH:10]=[CH:9][CH:8]=1.[CH3:16][O:17][CH2:18][CH2:19][O:20][CH2:21][N:22]([C:32]1[O:36][N:35]=[C:34]([CH3:37])[C:33]=1[CH3:38])[S:23]([C:26]1[S:27][C:28](Br)=[CH:29][CH:30]=1)(=[O:25])=[O:24], predict the reaction product. The product is: [CH3:16][O:17][CH2:18][CH2:19][O:20][CH2:21][N:22]([C:32]1[O:36][N:35]=[C:34]([CH3:37])[C:33]=1[CH3:38])[S:23]([C:26]1[S:27][C:28]([C:7]2[CH:12]=[CH:11][CH:10]=[CH:9][CH:8]=2)=[CH:29][CH:30]=1)(=[O:25])=[O:24].